Dataset: Acute oral toxicity (LD50) regression data from Zhu et al.. Task: Regression/Classification. Given a drug SMILES string, predict its toxicity properties. Task type varies by dataset: regression for continuous values (e.g., LD50, hERG inhibition percentage) or binary classification for toxic/non-toxic outcomes (e.g., AMES mutagenicity, cardiotoxicity, hepatotoxicity). Dataset: ld50_zhu. (1) The rat oral LD50 is 2.22, given as -log10 of the dose in mol/kg body weight (higher means more acutely toxic). The compound is CCCCc1c(OC(=O)c2cc(OC)c(OC)c(OC)c2)n(-c2ccccc2)n(-c2ccccc2)c1=O. (2) The drug is COc1cc(-n2ccnc2)ncn1. The rat oral LD50 is 2.64, given as -log10 of the dose in mol/kg body weight (higher means more acutely toxic). (3) The rat oral LD50 is 3.04, given as -log10 of the dose in mol/kg body weight (higher means more acutely toxic). The molecule is CNCCCC1c2ccccc2C=Cc2ccccc21. (4) The compound is CN(C)CCNc1ncnc2ccccc12. The rat oral LD50 is 2.51, given as -log10 of the dose in mol/kg body weight (higher means more acutely toxic). (5) The molecule is C=C(C)C(=O)OCCO. The rat oral LD50 is 1.41, given as -log10 of the dose in mol/kg body weight (higher means more acutely toxic). (6) The rat oral LD50 is 2.19, given as -log10 of the dose in mol/kg body weight (higher means more acutely toxic). The drug is Cc1oc(C)c(C(=O)Nc2ccccc2)c1C. (7) The molecule is CCCSC(=O)Oc1c(C(C)CC)cc([N+](=O)[O-])cc1[N+](=O)[O-]. The rat oral LD50 is 2.77, given as -log10 of the dose in mol/kg body weight (higher means more acutely toxic).